From a dataset of Reaction yield outcomes from USPTO patents with 853,638 reactions. Predict the reaction yield, written as a fraction of the theoretical maximum amount of product (1.0 means a 100% yield; for example, 0.34 means a 34% yield). The reactants are [H-].[Al+3].[Li+].[H-].[H-].[H-].[N:7]1([C:11](=O)[CH2:12][CH2:13][NH:14][C:15](=O)OC(C)(C)C)[CH2:10][CH2:9][CH2:8]1.O.[OH-].[Na+]. The catalyst is O1CCCC1. The product is [CH3:15][NH:14][CH2:13][CH2:12][CH2:11][N:7]1[CH2:10][CH2:9][CH2:8]1. The yield is 0.828.